Dataset: Reaction yield outcomes from USPTO patents with 853,638 reactions. Task: Predict the reaction yield, written as a fraction of the theoretical maximum amount of product (1.0 means a 100% yield; for example, 0.34 means a 34% yield). (1) The reactants are [CH3:1][O:2][C:3]1[CH:8]=[CH:7][C:6]([NH:9][NH2:10])=[CH:5][CH:4]=1.[CH3:11][C:12]([CH3:19])([CH3:18])[C:13](=O)[CH2:14][C:15]#[N:16]. The catalyst is C(O)C.Cl. The product is [C:12]([C:13]1[CH:14]=[C:15]([NH2:16])[N:9]([C:6]2[CH:7]=[CH:8][C:3]([O:2][CH3:1])=[CH:4][CH:5]=2)[N:10]=1)([CH3:19])([CH3:18])[CH3:11]. The yield is 0.820. (2) The reactants are [NH2:1][C:2]1[C:7]([OH:8])=[C:6]([NH2:9])[N:5]=[C:4]([C:10]2[C:14]([CH3:15])=[C:13]([CH:16]3[CH2:18][CH2:17]3)[N:12]([CH2:19][C:20]3[C:25]([F:26])=[CH:24][C:23]([O:27][CH2:28][CH3:29])=[CH:22][C:21]=3[F:30])[N:11]=2)[N:3]=1.C(=O)([O-])[O-].[Cs+].[Cs+].Br[CH2:38][CH2:39][O:40][CH3:41]. The catalyst is CN(C=O)C.O. The product is [CH:16]1([C:13]2[N:12]([CH2:19][C:20]3[C:21]([F:30])=[CH:22][C:23]([O:27][CH2:28][CH3:29])=[CH:24][C:25]=3[F:26])[N:11]=[C:10]([C:4]3[N:5]=[C:6]([NH2:9])[C:7]([O:8][CH2:38][CH2:39][O:40][CH3:41])=[C:2]([NH2:1])[N:3]=3)[C:14]=2[CH3:15])[CH2:18][CH2:17]1. The yield is 0.637. (3) The reactants are Cl[C:2]1[CH:9]=[N:8][CH:7]=[C:6]([Cl:10])[C:3]=1[C:4]#[N:5].[CH3:11][O:12][C:13]1[CH:14]=[C:15](B(O)O)[CH:16]=[CH:17][CH:18]=1.P([O-])([O-])([O-])=O.[K+].[K+].[K+].CN(C)C(=O)C. The catalyst is C(OCC)(=O)C.C1(P(C2C=CC=CC=2)C2C=CC=CC=2)C=CC=CC=1.C1(P(C2C=CC=CC=2)C2C=CC=CC=2)C=CC=CC=1.C1(P(C2C=CC=CC=2)C2C=CC=CC=2)C=CC=CC=1.C1(P(C2C=CC=CC=2)C2C=CC=CC=2)C=CC=CC=1.[Pd]. The product is [Cl:10][C:6]1[CH:7]=[N:8][CH:9]=[C:2]([C:17]2[CH:16]=[CH:15][CH:14]=[C:13]([O:12][CH3:11])[CH:18]=2)[C:3]=1[C:4]#[N:5]. The yield is 0.430. (4) The reactants are [NH:1]1[C:10]2[C:5](=[CH:6][CH:7]=[C:8]([CH:11]3[CH2:16][CH2:15][N:14]([C:17]4[N:22]=[CH:21][N:20]=[C:19]([NH:23][CH2:24][C@@H:25]([C:37]([O:39]C(C)(C)C)=[O:38])[NH:26][C:27]([O:29][CH2:30][C:31]5[CH:36]=[CH:35][CH:34]=[CH:33][CH:32]=5)=[O:28])[C:18]=4[CH3:44])[CH2:13][CH2:12]3)[N:9]=2)[CH2:4][CH2:3][CH2:2]1.FC(F)(F)C(O)=O.C1(C)C=CC=CC=1. The catalyst is ClCCl. The product is [NH:1]1[C:10]2[C:5](=[CH:6][CH:7]=[C:8]([CH:11]3[CH2:12][CH2:13][N:14]([C:17]4[N:22]=[CH:21][N:20]=[C:19]([NH:23][CH2:24][C@@H:25]([C:37]([OH:39])=[O:38])[NH:26][C:27]([O:29][CH2:30][C:31]5[CH:32]=[CH:33][CH:34]=[CH:35][CH:36]=5)=[O:28])[C:18]=4[CH3:44])[CH2:15][CH2:16]3)[N:9]=2)[CH2:4][CH2:3][CH2:2]1. The yield is 0.760. (5) The reactants are [O:1]=[S:2]1(=[O:50])[CH2:7][CH2:6][N:5]([CH2:8][CH2:9][NH:10][C@:11]23[CH2:46][CH2:45][C@@H:44]([CH:47]([CH3:49])[CH3:48])[C@@H:12]2[C@@H:13]2[C@@:26]([CH3:29])([CH2:27][CH2:28]3)[C@@:25]3([CH3:30])[C@@H:16]([C@:17]4([CH3:43])[C@@H:22]([CH2:23][CH2:24]3)[C:21]([CH3:32])([CH3:31])[C@@H:20]([C:33]3[CH:42]=[CH:41][C:36]([C:37]([O:39]C)=[O:38])=[CH:35][CH:34]=3)[CH2:19][CH2:18]4)[CH2:15][CH2:14]2)[CH2:4][CH2:3]1.[OH-].[Na+]. The catalyst is O1CCOCC1. The product is [O:50]=[S:2]1(=[O:1])[CH2:7][CH2:6][N:5]([CH2:8][CH2:9][NH:10][C@:11]23[CH2:46][CH2:45][C@@H:44]([CH:47]([CH3:48])[CH3:49])[C@@H:12]2[C@@H:13]2[C@@:26]([CH3:29])([CH2:27][CH2:28]3)[C@@:25]3([CH3:30])[C@@H:16]([C@:17]4([CH3:43])[C@@H:22]([CH2:23][CH2:24]3)[C:21]([CH3:32])([CH3:31])[C@@H:20]([C:33]3[CH:34]=[CH:35][C:36]([C:37]([OH:39])=[O:38])=[CH:41][CH:42]=3)[CH2:19][CH2:18]4)[CH2:15][CH2:14]2)[CH2:4][CH2:3]1. The yield is 0.730. (6) The reactants are [CH3:1][C:2]1[CH:3]=[C:4]([N+:9]([O-:11])=[O:10])[CH:5]=[C:6]([CH3:8])[CH:7]=1.[O-:12][Mn](=O)(=O)=O.[K+].[OH2:18]. The catalyst is N1C=CC=CC=1. The product is [CH3:1][C:2]1[CH:7]=[C:6]([CH:5]=[C:4]([N+:9]([O-:11])=[O:10])[CH:3]=1)[C:8]([OH:12])=[O:18]. The yield is 0.400.